Predict the product of the given reaction. From a dataset of Forward reaction prediction with 1.9M reactions from USPTO patents (1976-2016). (1) Given the reactants I[CH3:2].[Cl:3][C:4]1[CH:12]=[C:11]2[C:7]([C:8]([I:13])=[N:9][NH:10]2)=[CH:6][CH:5]=1, predict the reaction product. The product is: [Cl:3][C:4]1[CH:5]=[CH:6][C:7]2[C:11]([CH:12]=1)=[N:10][N:9]([CH3:2])[C:8]=2[I:13]. (2) The product is: [CH3:1][NH:2][S:11]([C:8]1[CH:9]=[CH:10][C:5]([O:4][CH3:3])=[CH:6][CH:7]=1)(=[O:13])=[O:12]. Given the reactants [CH3:1][NH2:2].[CH3:3][O:4][C:5]1[CH:10]=[CH:9][C:8]([S:11](Cl)(=[O:13])=[O:12])=[CH:7][CH:6]=1, predict the reaction product. (3) Given the reactants Cl.[O:2]=[C:3]1[CH2:8][CH2:7][NH:6][CH2:5][CH:4]1[C:9]([O:11][CH3:12])=[O:10].C(=O)([O-])[O-].[Na+].[Na+].[CH3:19][C:20]([O:23][C:24](O[C:24]([O:23][C:20]([CH3:22])([CH3:21])[CH3:19])=[O:25])=[O:25])([CH3:22])[CH3:21], predict the reaction product. The product is: [O:2]=[C:3]1[CH2:8][CH2:7][N:6]([C:24]([O:23][C:20]([CH3:22])([CH3:21])[CH3:19])=[O:25])[CH2:5][CH:4]1[C:9]([O:11][CH3:12])=[O:10]. (4) Given the reactants C[O:2][CH:3](OC)[CH2:4][C:5]([CH3:20])([C:14]1[CH:19]=[CH:18][CH:17]=[CH:16][CH:15]=1)[C:6]([CH:8]1[CH2:13][CH2:12][CH2:11][CH2:10][CH2:9]1)=[O:7].Cl, predict the reaction product. The product is: [CH:8]1([C:6](=[O:7])[C:5]([CH3:20])([C:14]2[CH:15]=[CH:16][CH:17]=[CH:18][CH:19]=2)[CH2:4][CH:3]=[O:2])[CH2:13][CH2:12][CH2:11][CH2:10][CH2:9]1.